The task is: Predict which catalyst facilitates the given reaction.. This data is from Catalyst prediction with 721,799 reactions and 888 catalyst types from USPTO. (1) Reactant: [C:1]([O:5][C:6]([N:8]1[C:16]2[C:11](=CC(OCC3C=CC=CC=3)=CC=2)[CH:10]=[C:9]1[C:25]1[CH:33]=[CH:32][CH:31]=[C:30]2[C:26]=1[C:27](=[O:34])[NH:28][CH2:29]2)=[O:7])([CH3:4])([CH3:3])[CH3:2].CC1C=CC=CC=1P(C1C=CC=CC=1C)C1C=CC=CC=1C.C([O-])([O-])=O.[Na+].[Na+]. Product: [C:1]([O:5][C:6]([N:8]1[CH:16]=[CH:11][CH:10]=[C:9]1[C:25]1[CH:33]=[CH:32][CH:31]=[C:30]2[C:26]=1[C:27](=[O:34])[NH:28][CH2:29]2)=[O:7])([CH3:4])([CH3:2])[CH3:3]. The catalyst class is: 416. (2) Reactant: [C:1]([O:5][C:6]([N:8]1[CH2:13][CH2:12][NH:11][CH2:10][CH2:9]1)=[O:7])([CH3:4])([CH3:3])[CH3:2].Br[CH2:15][CH2:16][CH2:17][Cl:18].C(N(CC)CC)C. Product: [Cl:18][CH2:17][CH2:16][CH2:15][N:11]1[CH2:12][CH2:13][N:8]([C:6]([O:5][C:1]([CH3:4])([CH3:2])[CH3:3])=[O:7])[CH2:9][CH2:10]1. The catalyst class is: 10. (3) Reactant: [CH:1]([O:4][C:5]([N:7]1[C:16]2[C:11](=[N:12][C:13]([C:17]([F:20])([F:19])[F:18])=[CH:14][CH:15]=2)[CH:10]([N:21]([CH2:24][C:25]2[CH:30]=[C:29]([C:31]([F:34])([F:33])[F:32])[CH:28]=[C:27]([C:35]([F:38])([F:37])[F:36])[CH:26]=2)[C:22]#[N:23])[CH2:9][CH:8]1[CH2:39][CH3:40])=[O:6])([CH3:3])[CH3:2].Cl.N[OH:43].[CH2:44]([N:46](CC)CC)[CH3:45]. Product: [CH:1]([O:4][C:5]([N:7]1[C:16]2[C:11](=[N:12][C:13]([C:17]([F:18])([F:19])[F:20])=[CH:14][CH:15]=2)[C@H:10]([N:21]([CH2:24][C:25]2[CH:26]=[C:27]([C:35]([F:38])([F:37])[F:36])[CH:28]=[C:29]([C:31]([F:32])([F:33])[F:34])[CH:30]=2)[C:22]2[N:46]=[C:44]([CH3:45])[O:43][N:23]=2)[CH2:9][C@@H:8]1[CH2:39][CH3:40])=[O:6])([CH3:3])[CH3:2]. The catalyst class is: 14. (4) Reactant: [Br:1][C:2]1[CH:3]=[N:4][C:5](Cl)=[N:6][CH:7]=1.[CH:9]([NH2:13])([CH2:11][CH3:12])[CH3:10].C(#N)C. Product: [Br:1][C:2]1[CH:3]=[N:4][C:5]([NH:13][CH:9]([CH2:11][CH3:12])[CH3:10])=[N:6][CH:7]=1. The catalyst class is: 25. (5) Reactant: Cl.Cl.[NH2:3][CH:4]1[CH2:9][CH2:8][CH2:7][NH:6][CH2:5]1.C=O.[CH2:12](N(CC)CC)C.[Cl:19][C:20]1[CH:21]=[C:22]([CH:37]=[CH:38][C:39]=1[Cl:40])[CH2:23][N:24]([CH3:36])[C:25](=[O:35])[CH:26]=[C:27]1[C:31](=[O:32])OC(C)(C)[O:28]1. Product: [Cl:19][C:20]1[CH:21]=[C:22]([CH:37]=[CH:38][C:39]=1[Cl:40])[CH2:23][N:24]([CH3:36])[C:25]([C:26]1[CH2:12][N:3]([CH:4]2[CH2:9][CH2:8][CH2:7][NH:6][CH2:5]2)[C:31](=[O:32])[C:27]=1[OH:28])=[O:35]. The catalyst class is: 5. (6) Reactant: [NH:1]1[C:9]2[C:4](=[CH:5][CH:6]=[CH:7][CH:8]=2)[CH:3]=[C:2]1[CH2:10][OH:11].C(=O)([O-])[O-].[Cs+].[Cs+].[CH3:18][S:19]([CH:22]=[CH2:23])(=[O:21])=[O:20]. Product: [CH3:18][S:19]([CH2:22][CH2:23][N:1]1[C:9]2[C:4](=[CH:5][CH:6]=[CH:7][CH:8]=2)[CH:3]=[C:2]1[CH2:10][OH:11])(=[O:21])=[O:20]. The catalyst class is: 9. (7) Reactant: C(O)(=O)C.[CH3:5][C:6]1[CH:11]=[CH:10][N:9]=[C:8]([O:12][CH2:13][C:14]2[CH:21]=[CH:20][C:17]([CH:18]=O)=[CH:16][CH:15]=2)[CH:7]=1.[N+:22]([CH3:25])([O-:24])=[O:23].C([O-])(=O)C.[NH4+]. Product: [CH3:5][C:6]1[CH:11]=[CH:10][N:9]=[C:8]([O:12][CH2:13][C:14]2[CH:21]=[CH:20][C:17](/[CH:18]=[CH:25]/[N+:22]([O-:24])=[O:23])=[CH:16][CH:15]=2)[CH:7]=1. The catalyst class is: 84.